Dataset: Reaction yield outcomes from USPTO patents with 853,638 reactions. Task: Predict the reaction yield, written as a fraction of the theoretical maximum amount of product (1.0 means a 100% yield; for example, 0.34 means a 34% yield). (1) The reactants are C([O:4][CH2:5][CH2:6][NH:7][C:8](=[O:35])[C:9]1[CH:14]=[CH:13][C:12]([Cl:15])=[C:11]([N:16]([CH3:34])[C:17]([C:19]2[S:33][C:22]3[C:23]4[CH:31]=[CH:30][C:29](Br)=[CH:28][C:24]=4[O:25][CH2:26][CH2:27][C:21]=3[CH:20]=2)=[O:18])[CH:10]=1)(=O)C.CC1(C)C2[C:58](=C(P(C3C=CC=CC=3)C3C=CC=CC=3)C=CC=2)[O:57]C2C(P(C3C=CC=CC=3)C3C=CC=CC=3)=CC=CC1=2.[CH3:78][NH2:79].Cl.C([O-])([O-])=O.[Na+].[Na+]. The catalyst is C1(C)C=CC=CC=1.CC([O-])=O.CC([O-])=O.[Pd+2]. The product is [Cl:15][C:12]1[CH:13]=[CH:14][C:9]([C:8](=[O:35])[NH:7][CH2:6][CH2:5][OH:4])=[CH:10][C:11]=1[N:16]([CH3:34])[C:17]([C:19]1[S:33][C:22]2[C:23]3[CH:31]=[CH:30][C:29]([C:58]([NH:79][CH3:78])=[O:57])=[CH:28][C:24]=3[O:25][CH2:26][CH2:27][C:21]=2[CH:20]=1)=[O:18]. The yield is 0.200. (2) The catalyst is C(O)(C)(C)C.O. The yield is 0.790. The product is [Cl:19][C:15]1[CH:14]=[C:13]([C:9](=[O:8])[C@H:10]([OH:41])[CH2:11][CH3:12])[CH:18]=[CH:17][CH:16]=1. The reactants are C([Si]([O:8]/[C:9](/[C:13]1[CH:18]=[CH:17][CH:16]=[C:15]([Cl:19])[CH:14]=1)=[CH:10]\[CH2:11][CH3:12])(C)C)(C)(C)C.CC[C@@H]1[C@@H]2C[C@H]([C@@H](OC3C4C(=CC=CC=4)C(O[C@@H](C4C=CN=C5C=4C=C(OC)C=C5)[C@@H]4N5C[C@H](CC)[C@@H](CC5)C4)=NN=3)C3C=CN=C4C=3C=C([O:41]C)C=C4)N(CC2)C1.CS(N)(=O)=O. (3) The reactants are [Br-].[Br:2][C:3]1[CH:28]=[CH:27][C:6]([CH2:7][P+](C2C=CC=CC=2)(C2C=CC=CC=2)C2C=CC=CC=2)=[CH:5][CH:4]=1.[Br:29][C:30]1[CH:37]=[CH:36][C:33]([CH:34]=O)=[CH:32][CH:31]=1.CC(C)([O-])C.[K+]. The catalyst is C1COCC1. The product is [Br:29][C:30]1[CH:37]=[CH:36][C:33](/[CH:34]=[CH:7]/[C:6]2[CH:5]=[CH:4][C:3]([Br:2])=[CH:28][CH:27]=2)=[CH:32][CH:31]=1. The yield is 0.420. (4) The reactants are [OH:1][C:2]1[CH:7]=[CH:6][C:5]([S:8][CH2:9][CH2:10][CH2:11][C:12]([OH:14])=O)=[CH:4][CH:3]=1.[CH3:15][O:16][C:17]1[CH:25]=[CH:24][CH:23]=[CH:22][C:18]=1[CH2:19][NH:20][CH3:21]. No catalyst specified. The product is [OH:1][C:2]1[CH:3]=[CH:4][C:5]([S:8][CH2:9][CH2:10][CH2:11][C:12]([N:20]([CH2:19][C:18]2[CH:22]=[CH:23][CH:24]=[CH:25][C:17]=2[O:16][CH3:15])[CH3:21])=[O:14])=[CH:6][CH:7]=1. The yield is 0.320. (5) The reactants are Cl[C:2]([O:4][CH2:5][C:6]1[CH:11]=[CH:10][CH:9]=[CH:8][CH:7]=1)=[O:3].[NH2:12][C@@H:13]1[C:19](=[O:20])[N:18]2[C@H:21]([C:25]([O:27][C:28]([CH3:31])([CH3:30])[CH3:29])=[O:26])[CH2:22][CH2:23][CH2:24][N:17]2[C:16](=[O:32])[CH2:15][CH2:14]1.C([O-])(O)=O.[Na+].O1CCOCC1. The catalyst is CCOC(C)=O.O. The product is [CH2:5]([O:4][C:2]([NH:12][C@@H:13]1[C:19](=[O:20])[N:18]2[C@H:21]([C:25]([O:27][C:28]([CH3:30])([CH3:29])[CH3:31])=[O:26])[CH2:22][CH2:23][CH2:24][N:17]2[C:16](=[O:32])[CH2:15][CH2:14]1)=[O:3])[C:6]1[CH:11]=[CH:10][CH:9]=[CH:8][CH:7]=1. The yield is 0.880. (6) The reactants are Br[C:2]1[C:7]([NH:8][C:9](=[O:11])[CH3:10])=[N:6][CH:5]=[C:4]([C:12]2[CH:17]=[CH:16][CH:15]=[C:14]([NH:18][C:19](=[O:21])[CH3:20])[CH:13]=2)[N:3]=1.[CH3:22][O:23][C:24]1[CH:25]=[C:26]([CH:28]=[C:29]([O:33][CH3:34])[C:30]=1[O:31][CH3:32])[NH2:27].CC(C)([O-])C.[Na+].C1(P(C2C=CC=CC=2)C2C3OC4C(=CC=CC=4P(C4C=CC=CC=4)C4C=CC=CC=4)C(C)(C)C=3C=CC=2)C=CC=CC=1. The catalyst is C1(C)C=CC=CC=1. The product is [CH3:34][O:33][C:29]1[CH:28]=[C:26]([NH:27][C:2]2[C:7]([NH:8][C:9](=[O:11])[CH3:10])=[N:6][CH:5]=[C:4]([C:12]3[CH:17]=[CH:16][CH:15]=[C:14]([NH:18][C:19](=[O:21])[CH3:20])[CH:13]=3)[N:3]=2)[CH:25]=[C:24]([O:23][CH3:22])[C:30]=1[O:31][CH3:32]. The yield is 0.170. (7) The reactants are OC1C(C(C2C=CC=CC=2)(C)C)=NC2C([C:11]=1[C:12]([OH:14])=[O:13])=CC=C1CCCCC=21.[F:28][C:29]([F:42])([F:41])[C:30]1[CH:31]=[CH:32][CH:33]=[C:34]2[C:38]=1[NH:37][C:36](=O)[C:35]2=[O:40].C(OC[C:48](=O)[C:49]([C:52]1[CH:57]=[CH:56][C:55]([Cl:58])=[CH:54][CH:53]=1)(C)[CH3:50])(=O)C. No catalyst specified. The product is [Cl:58][C:55]1[CH:54]=[CH:53][C:52]([C:49]([C:36]2[C:35]([OH:40])=[C:11]([C:12]([OH:14])=[O:13])[C:34]3[C:38](=[C:30]([C:29]([F:28])([F:41])[F:42])[CH:31]=[CH:32][CH:33]=3)[N:37]=2)([CH3:50])[CH3:48])=[CH:57][CH:56]=1. The yield is 0.0940. (8) The reactants are [CH3:1][O:2][C:3]([C:5]1[S:14][C:8]2=[N:9][CH:10]=[C:11]([NH2:13])[CH:12]=[C:7]2[C:6]=1[O:15][CH2:16][C:17]([O:19][C:20](C)(C)C)=[O:18])=[O:4].[CH:24](=O)[C:25]1[CH:30]=[CH:29][CH:28]=[CH:27][CH:26]=1.C(O)(=O)C.C(O[BH-](OC(=O)C)OC(=O)C)(=O)C.[Na+]. The catalyst is C(Cl)Cl.ClCCCl. The product is [CH3:1][O:2][C:3]([C:5]1[S:14][C:8]2=[N:9][CH:10]=[C:11]([NH:13][CH2:24][C:25]3[CH:30]=[CH:29][CH:28]=[CH:27][CH:26]=3)[CH:12]=[C:7]2[C:6]=1[O:15][CH2:16][C:17]([O:19][CH3:20])=[O:18])=[O:4]. The yield is 0.210. (9) The reactants are Cl[CH2:2][CH2:3][CH2:4][O:5][C:6]1[CH:15]=[C:14]2[C:9]([C:10]([O:16][C:17]3[CH:22]=[CH:21][C:20]([CH3:23])=[CH:19][C:18]=3[C:24]([C:26]3[CH:31]=[CH:30][CH:29]=[CH:28][CH:27]=3)=[O:25])=[CH:11][CH:12]=[N:13]2)=[CH:8][C:7]=1[O:32][CH3:33].[CH3:34][N:35]1[CH2:40][CH2:39][NH:38][CH2:37][CH2:36]1.C(=O)([O-])[O-].[K+].[K+].O. The catalyst is CN(C)C=O. The product is [CH3:33][O:32][C:7]1[CH:8]=[C:9]2[C:14](=[CH:15][C:6]=1[O:5][CH2:4][CH2:3][CH2:2][N:38]1[CH2:39][CH2:40][N:35]([CH3:34])[CH2:36][CH2:37]1)[N:13]=[CH:12][CH:11]=[C:10]2[O:16][C:17]1[CH:22]=[CH:21][C:20]([CH3:23])=[CH:19][C:18]=1[C:24]([C:26]1[CH:31]=[CH:30][CH:29]=[CH:28][CH:27]=1)=[O:25]. The yield is 0.750. (10) The reactants are C(OC([N:8]1[CH2:13][CH2:12][CH:11]([C:14]#[N:15])[CH2:10][CH2:9]1)=O)(C)(C)C.[F:16][C:17]([F:22])([F:21])[C:18]([OH:20])=[O:19]. No catalyst specified. The product is [F:16][C:17]([F:22])([F:21])[C:18]([OH:20])=[O:19].[NH:8]1[CH2:13][CH2:12][CH:11]([C:14]#[N:15])[CH2:10][CH2:9]1. The yield is 0.990.